Dataset: Catalyst prediction with 721,799 reactions and 888 catalyst types from USPTO. Task: Predict which catalyst facilitates the given reaction. (1) Reactant: [CH2:1]([C:3]1[N:4]([CH2:34][C:35]2[CH:40]=[CH:39][CH:38]=[CH:37][N:36]=2)[N:5]=[C:6]2[C:11](=[O:12])[NH:10][C:9]([C:13]3[CH:18]=[C:17]([S:19]([N:22]4[CH2:27][CH2:26][N:25]([CH2:28][CH3:29])[CH2:24][CH2:23]4)(=[O:21])=[O:20])[CH:16]=[CH:15][C:14]=3[O:30][CH2:31][CH2:32][CH3:33])=[N:8][C:7]=12)[CH3:2].[C:41]([OH:53])(=[O:52])[CH2:42][C:43]([CH2:48][C:49]([OH:51])=[O:50])([C:45]([OH:47])=[O:46])[OH:44]. Product: [C:41]([OH:53])(=[O:52])[CH2:42][C:43]([CH2:48][C:49]([OH:51])=[O:50])([C:45]([OH:47])=[O:46])[OH:44].[CH2:1]([C:3]1[N:4]([CH2:34][C:35]2[CH:40]=[CH:39][CH:38]=[CH:37][N:36]=2)[N:5]=[C:6]2[C:11](=[O:12])[NH:10][C:9]([C:13]3[CH:18]=[C:17]([S:19]([N:22]4[CH2:27][CH2:26][N:25]([CH2:28][CH3:29])[CH2:24][CH2:23]4)(=[O:21])=[O:20])[CH:16]=[CH:15][C:14]=3[O:30][CH2:31][CH2:32][CH3:33])=[N:8][C:7]=12)[CH3:2]. The catalyst class is: 95. (2) Reactant: [C:1]1([C:48]2[CH:53]=[CH:52][CH:51]=[CH:50][CH:49]=2)[CH:6]=[CH:5][C:4]([C@@:7]2([O:46][CH3:47])[CH2:11][N:10]([C:12](=[O:41])[C@@H:13]([NH:33][C:34]([O:36][C:37]([CH3:40])([CH3:39])[CH3:38])=[O:35])[CH2:14][N:15]([CH2:28][CH2:29][CH2:30][CH:31]=[CH2:32])[S:16]([C:19]3[CH:24]=[CH:23][CH:22]=[CH:21][C:20]=3[N+:25]([O-:27])=[O:26])(=[O:18])=[O:17])[C@H:9]([C:42]([O:44]C)=[O:43])[CH2:8]2)=[CH:3][CH:2]=1.CO.O. Product: [C:1]1([C:48]2[CH:49]=[CH:50][CH:51]=[CH:52][CH:53]=2)[CH:6]=[CH:5][C:4]([C@@:7]2([O:46][CH3:47])[CH2:11][N:10]([C:12](=[O:41])[C@@H:13]([NH:33][C:34]([O:36][C:37]([CH3:40])([CH3:39])[CH3:38])=[O:35])[CH2:14][N:15]([CH2:28][CH2:29][CH2:30][CH:31]=[CH2:32])[S:16]([C:19]3[CH:24]=[CH:23][CH:22]=[CH:21][C:20]=3[N+:25]([O-:27])=[O:26])(=[O:17])=[O:18])[C@H:9]([C:42]([OH:44])=[O:43])[CH2:8]2)=[CH:3][CH:2]=1. The catalyst class is: 7.